Task: Predict the product of the given reaction.. Dataset: Forward reaction prediction with 1.9M reactions from USPTO patents (1976-2016) (1) Given the reactants [C@@H:1]1([N:10]2[C:20]3[N:19]=[C:17]([NH2:18])[NH:16][C:14](=[O:15])[C:13]=3[N:12]=[CH:11]2)[O:9][C@H:6]([CH2:7][OH:8])[C@@H:4]([OH:5])[C@H:2]1[OH:3].[C:21](Cl)(=[O:37])[CH2:22][CH2:23][CH2:24][CH2:25][CH2:26][CH2:27][CH2:28][CH2:29][CH2:30][CH2:31][CH2:32][CH2:33][CH2:34][CH2:35][CH3:36], predict the reaction product. The product is: [C:21]([C@@:1]1([N:10]2[C:20]3[N:19]=[C:17]([NH2:18])[NH:16][C:14](=[O:15])[C:13]=3[N:12]=[CH:11]2)[O:9][C@H:6]([CH2:7][OH:8])[C@@H:4]([OH:5])[C@H:2]1[OH:3])(=[O:37])[CH2:22][CH2:23][CH2:24][CH2:25][CH2:26][CH2:27][CH2:28][CH2:29][CH2:30][CH2:31][CH2:32][CH2:33][CH2:34][CH2:35][CH3:36]. (2) Given the reactants [C:1]([C:5]1[CH:11]=[CH:10][CH:9]=[CH:8][C:6]=1[NH2:7])([CH3:4])([CH3:3])[CH3:2].[Br-:12].[Br-].[Br-].C([N+](CCCC)(CCCC)CCCC)CCC.C([N+](CCCC)(CCCC)CCCC)CCC.C([N+](CCCC)(CCCC)CCCC)CCC.O, predict the reaction product. The product is: [Br:12][C:10]1[CH:9]=[CH:8][C:6]([NH2:7])=[C:5]([C:1]([CH3:4])([CH3:2])[CH3:3])[CH:11]=1. (3) Given the reactants [CH2:1]([O:8][C:9]1[CH:14]=[CH:13][N:12]([C:15]2[CH:16]=[CH:17][C:18]3[S:34][C:21]4[CH2:22][N:23](C(OC(C)(C)C)=O)[CH2:24][CH2:25][CH2:26][C:20]=4[C:19]=3[CH:35]=2)[C:11](=[O:36])[CH:10]=1)[C:2]1[CH:7]=[CH:6][CH:5]=[CH:4][CH:3]=1.[ClH:37], predict the reaction product. The product is: [ClH:37].[CH2:1]([O:8][C:9]1[CH:14]=[CH:13][N:12]([C:15]2[CH:16]=[CH:17][C:18]3[S:34][C:21]4[CH2:22][NH:23][CH2:24][CH2:25][CH2:26][C:20]=4[C:19]=3[CH:35]=2)[C:11](=[O:36])[CH:10]=1)[C:2]1[CH:7]=[CH:6][CH:5]=[CH:4][CH:3]=1. (4) Given the reactants [SH:1][C:2]([CH3:17])([CH3:16])[CH2:3][S:4][CH2:5][C:6]1[CH:7]=[C:8]([CH2:14][OH:15])[CH:9]=[C:10]([CH2:12][OH:13])[CH:11]=1.P([O-])([O-])([O-])=O.[K+].[K+].[K+].[CH3:26][S:27](=O)(SC)=O, predict the reaction product. The product is: [CH3:16][C:2]([S:1][S:27][CH3:26])([CH3:17])[CH2:3][S:4][CH2:5][C:6]1[CH:11]=[C:10]([CH2:12][OH:13])[CH:9]=[C:8]([CH2:14][OH:15])[CH:7]=1. (5) The product is: [CH2:34]([C@@H:14]([CH2:13][CH2:12][C@H:8]([CH2:1][C:2]1[CH:3]=[CH:4][CH:5]=[CH:6][CH:7]=1)[C:9](=[O:10])[NH:42][C@@H:43]1[C:50](=[O:51])[N:49]2[CH2:52][CH2:53][CH2:54][CH2:55][C@@H:48]2[CH2:47][CH2:46][CH2:45][CH2:44]1)[C:15]([NH:17][C@H:18]1[CH2:24][CH2:23][S:22][C@H:21]2[CH2:25][CH2:26][CH2:27][C@@H:28]([C:29]([O:31][CH3:32])=[O:30])[N:20]2[C:19]1=[O:33])=[O:16])[C:35]1[CH:40]=[CH:39][CH:38]=[CH:37][CH:36]=1. Given the reactants [CH2:1]([C@@H:8]([CH2:12][CH2:13][C@H:14]([CH2:34][C:35]1[CH:40]=[CH:39][CH:38]=[CH:37][CH:36]=1)[C:15]([NH:17][C@H:18]1[CH2:24][CH2:23][S:22][C@H:21]2[CH2:25][CH2:26][CH2:27][C@@H:28]([C:29]([O:31][CH3:32])=[O:30])[N:20]2[C:19]1=[O:33])=[O:16])[C:9](O)=[O:10])[C:2]1[CH:7]=[CH:6][CH:5]=[CH:4][CH:3]=1.Cl.[NH2:42][C@@H:43]1[C:50](=[O:51])[N:49]2[CH2:52][CH2:53][CH2:54][CH2:55][C@@H:48]2[CH2:47][CH2:46][CH2:45][CH2:44]1, predict the reaction product. (6) Given the reactants [CH3:1][O:2][C:3]1[CH:8]=[CH:7][C:6]([NH:9][C:10]2[C:15]([N+:16]([O-])=O)=[CH:14][N:13]=[C:12]([NH:19][C:20]3[CH:24]=[CH:23][N:22]([CH3:25])[N:21]=3)[N:11]=2)=[CH:5][CH:4]=1, predict the reaction product. The product is: [CH3:1][O:2][C:3]1[CH:4]=[CH:5][C:6]([NH:9][C:10]2[C:15]([NH2:16])=[CH:14][N:13]=[C:12]([NH:19][C:20]3[CH:24]=[CH:23][N:22]([CH3:25])[N:21]=3)[N:11]=2)=[CH:7][CH:8]=1. (7) Given the reactants [Cl:1][C:2]1[CH:3]=[C:4]2[C:8](=[CH:9][CH:10]=1)[N:7]([CH2:11][C:12]([O:14]CC)=[O:13])[C:6](=[O:17])[C:5]12[CH2:21][O:20][C:19]2[CH:22]=[C:23]3[C:27](=[CH:28][C:18]1=2)[CH2:26][CH2:25][O:24]3.O=C1C2(C3=CC4OCOC=4C=C3OC2)C2C(=CC=CC=2)N1CC(OCC)=O, predict the reaction product. The product is: [Cl:1][C:2]1[CH:3]=[C:4]2[C:8](=[CH:9][CH:10]=1)[N:7]([CH2:11][C:12]([OH:14])=[O:13])[C:6](=[O:17])[C:5]12[CH2:21][O:20][C:19]2[CH:22]=[C:23]3[C:27](=[CH:28][C:18]1=2)[CH2:26][CH2:25][O:24]3.